This data is from Reaction yield outcomes from USPTO patents with 853,638 reactions. The task is: Predict the reaction yield, written as a fraction of the theoretical maximum amount of product (1.0 means a 100% yield; for example, 0.34 means a 34% yield). (1) The reactants are C([O-])(=O)C.[O:5]=[C:6]1[C@@H:9]([NH3+:10])[CH2:8][NH:7]1.CCN(C(C)C)C(C)C.[CH2:20]([O:30][C:31](N1C=CC=CC1=O)=[O:32])[CH2:21][CH2:22][CH2:23][CH2:24][CH2:25][CH2:26][CH2:27]CC.CCOCC. The catalyst is C(Cl)Cl. The product is [CH2:20]([O:30][C:31](=[O:32])[NH:10][C@H:9]1[CH2:8][NH:7][C:6]1=[O:5])[CH2:21][CH2:22][CH2:23][CH2:24][CH2:25][CH2:26][CH3:27]. The yield is 0.540. (2) The reactants are [CH2:1]([O:8][C:9]1[C:10]([NH:37][C:38]2[CH:43]=[CH:42][CH:41]=[CH:40][C:39]=2[N+:44]([O-])=O)=[C:11]([Br:36])[C:12]2[CH2:13][C@H:14]3[N:25]([C:26]([O:28][CH2:29][C:30]4[CH:35]=[CH:34][CH:33]=[CH:32][CH:31]=4)=[O:27])[CH2:24][CH2:23][C@@:20]4([C:21]=2[CH:22]=1)[C@H:15]3[CH2:16][CH2:17][CH2:18][CH2:19]4)[C:2]1[CH:7]=[CH:6][CH:5]=[CH:4][CH:3]=1.O.NN. The catalyst is CO.[Ni]. The product is [NH2:44][C:39]1[CH:40]=[CH:41][CH:42]=[CH:43][C:38]=1[NH:37][C:10]1[C:9]([O:8][CH2:1][C:2]2[CH:7]=[CH:6][CH:5]=[CH:4][CH:3]=2)=[CH:22][C:21]2[C@:20]34[CH2:23][CH2:24][N:25]([C:26]([O:28][CH2:29][C:30]5[CH:35]=[CH:34][CH:33]=[CH:32][CH:31]=5)=[O:27])[C@@H:14]([C@@H:15]3[CH2:16][CH2:17][CH2:18][CH2:19]4)[CH2:13][C:12]=2[C:11]=1[Br:36]. The yield is 0.620. (3) The product is [CH:1]1([CH2:6][CH:7]([C:11]2[CH:16]=[CH:15][C:14]([S:17][C:18]([F:21])([F:20])[F:19])=[CH:13][CH:12]=2)[C:8]([NH:49][C:50]2[CH:55]=[CH:54][CH:53]=[CH:52][N:51]=2)=[O:10])[CH2:2][CH2:3][CH2:4][CH2:5]1. The reactants are [CH:1]1([CH2:6][CH:7]([C:11]2[CH:16]=[CH:15][C:14]([S:17][C:18]([F:21])([F:20])[F:19])=[CH:13][CH:12]=2)[C:8]([OH:10])=O)[CH2:5][CH2:4][CH2:3][CH2:2]1.C1(P(C2C=CC=CC=2)C2C=CC=CC=2)C=CC=CC=1.BrN1C(=O)CCC1=O.[NH2:49][C:50]1[CH:55]=[CH:54][CH:53]=[CH:52][N:51]=1. The catalyst is C(Cl)Cl. The yield is 0.340. (4) The reactants are C([O:8][C:9]1[CH:14]=[C:13]([C:15]2[CH:20]=[CH:19][CH:18]=[CH:17][C:16]=2C(C)(C)C)[CH:12]=[CH:11][N:10]=1)C1C=CC=CC=1.Br[CH2:26][C:27]#[N:28]. The catalyst is C(#N)C. The product is [C:13]([C:18]1[CH:17]=[CH:16][C:15]([C:13]2[CH:12]=[CH:11][N:10]([CH2:26][C:27]#[N:28])[C:9](=[O:8])[CH:14]=2)=[CH:20][CH:19]=1)([CH3:15])([CH3:14])[CH3:12]. The yield is 0.480. (5) The yield is 0.900. The catalyst is CO.[Pd]. The reactants are C([O:8][C:9]([C@H:11]1[CH2:15][N:14]([CH3:16])[C:13](=[O:17])[N:12]1[C:18]1[CH:23]=[CH:22][C:21]([C:24]#[N:25])=[C:20]([C:26]([F:29])([F:28])[F:27])[CH:19]=1)=[O:10])C1C=CC=CC=1. The product is [C:24]([C:21]1[CH:22]=[CH:23][C:18]([N:12]2[C@@H:11]([C:9]([OH:10])=[O:8])[CH2:15][N:14]([CH3:16])[C:13]2=[O:17])=[CH:19][C:20]=1[C:26]([F:28])([F:29])[F:27])#[N:25].